From a dataset of CYP2C19 inhibition data for predicting drug metabolism from PubChem BioAssay. Regression/Classification. Given a drug SMILES string, predict its absorption, distribution, metabolism, or excretion properties. Task type varies by dataset: regression for continuous measurements (e.g., permeability, clearance, half-life) or binary classification for categorical outcomes (e.g., BBB penetration, CYP inhibition). Dataset: cyp2c19_veith. The drug is O=C(O)C(C(=O)O)P(=S)(S)c1ccccc1.[Na]. The result is 0 (non-inhibitor).